From a dataset of Forward reaction prediction with 1.9M reactions from USPTO patents (1976-2016). Predict the product of the given reaction. (1) Given the reactants C(OC(=O)[NH:7][C@H:8]([CH2:13][S:14]([C:17]1[NH:21][CH:20]=[N:19][N:18]=1)(=[O:16])=[O:15])[CH2:9][CH:10]([CH3:12])[CH3:11])(C)(C)C.[ClH:23], predict the reaction product. The product is: [ClH:23].[CH3:11][CH:10]([CH3:12])[CH2:9][CH:8]([NH2:7])[CH2:13][S:14]([C:17]1[NH:21][CH:20]=[N:19][N:18]=1)(=[O:16])=[O:15]. (2) Given the reactants Cl[C:2]1[N:7]=[CH:6][C:5]2[C:8]([O:30][CH3:31])=[N:9][N:10]([C:11]([C:24]3[CH:29]=[CH:28][CH:27]=[CH:26][CH:25]=3)([C:18]3[CH:23]=[CH:22][CH:21]=[CH:20][CH:19]=3)[C:12]3[CH:17]=[CH:16][CH:15]=[CH:14][CH:13]=3)[C:4]=2[CH:3]=1.[CH3:32][O:33][CH2:34][C@@H:35]([NH:42][C:43]([NH2:45])=[O:44])[C:36]1[CH:41]=[CH:40][CH:39]=[CH:38][CH:37]=1.C(=O)([O-])[O-].[Cs+].[Cs+], predict the reaction product. The product is: [CH3:32][O:33][CH2:34][C@@H:35]([NH:42][C:43]([NH:45][C:2]1[N:7]=[CH:6][C:5]2[C:8]([O:30][CH3:31])=[N:9][N:10]([C:11]([C:24]3[CH:29]=[CH:28][CH:27]=[CH:26][CH:25]=3)([C:18]3[CH:23]=[CH:22][CH:21]=[CH:20][CH:19]=3)[C:12]3[CH:17]=[CH:16][CH:15]=[CH:14][CH:13]=3)[C:4]=2[CH:3]=1)=[O:44])[C:36]1[CH:41]=[CH:40][CH:39]=[CH:38][CH:37]=1.